From a dataset of Forward reaction prediction with 1.9M reactions from USPTO patents (1976-2016). Predict the product of the given reaction. (1) Given the reactants [Br:1][C:2]1[CH:3]=[N:4][C:5]2[N:6]([N:8]=[C:9]([C:11]([OH:13])=O)[CH:10]=2)[CH:7]=1.[CH3:14][CH:15]1[NH:20][CH2:19][CH2:18][N:17]2[C:21]([C:24]3[CH:25]=[N:26][CH:27]=[N:28][CH:29]=3)=[CH:22][CH:23]=[C:16]12, predict the reaction product. The product is: [Br:1][C:2]1[CH:3]=[N:4][C:5]2[N:6]([N:8]=[C:9]([C:11]([N:20]3[CH2:19][CH2:18][N:17]4[C:21]([C:24]5[CH:25]=[N:26][CH:27]=[N:28][CH:29]=5)=[CH:22][CH:23]=[C:16]4[CH:15]3[CH3:14])=[O:13])[CH:10]=2)[CH:7]=1. (2) Given the reactants C1(C)C=CC(S([O:10][CH2:11][C@H:12]2[CH2:15][C@@H:14]([C:16]3[N:20]4[CH:21]=[CH:22][N:23]=[C:24]([Cl:25])[C:19]4=[CH:18][N:17]=3)[CH2:13]2)(=O)=O)=CC=1.C1(C)C=CC(S([O:36][CH2:37][C@H:38]2[CH2:41][C@H:40]([C:42]3[N:46]4[CH:47]=[CH:48][N:49]=[C:50]([Cl:51])[C:45]4=[CH:44][N:43]=3)[CH2:39]2)(=O)=O)=CC=1.[N+:53]([C:56]1[CH:64]=[CH:63][C:59]([C:60](Cl)=[O:61])=[CH:58][CH:57]=1)([O-:55])=[O:54], predict the reaction product. The product is: [N+:53]([C:56]1[CH:57]=[CH:58][C:59]([C:60]([O:10][CH2:11][C@H:12]2[CH2:13][C@@H:14]([C:16]3[N:20]4[CH:21]=[CH:22][N:23]=[C:24]([Cl:25])[C:19]4=[CH:18][N:17]=3)[CH2:15]2)=[O:61])=[CH:63][CH:64]=1)([O-:55])=[O:54].[N+:53]([C:56]1[CH:57]=[CH:58][C:59]([C:60]([O:36][CH2:37][C@H:38]2[CH2:39][C@H:40]([C:42]3[N:46]4[CH:47]=[CH:48][N:49]=[C:50]([Cl:51])[C:45]4=[CH:44][N:43]=3)[CH2:41]2)=[O:61])=[CH:63][CH:64]=1)([O-:55])=[O:54]. (3) The product is: [CH3:20][N:18]1[CH:19]=[C:15]([N:14]2[C:5]3[C:4]4[CH:3]=[C:2]([C:30]5[CH:29]=[N:28][C:27]([CH3:41])=[C:26]([NH:25][CH3:24])[CH:31]=5)[CH:11]=[CH:10][C:9]=4[N:8]=[CH:7][C:6]=3[N:12]([CH3:23])[C:13]2=[O:22])[C:16]([CH3:21])=[N:17]1. Given the reactants Br[C:2]1[CH:11]=[CH:10][C:9]2[N:8]=[CH:7][C:6]3[N:12]([CH3:23])[C:13](=[O:22])[N:14]([C:15]4[C:16]([CH3:21])=[N:17][N:18]([CH3:20])[CH:19]=4)[C:5]=3[C:4]=2[CH:3]=1.[CH3:24][NH:25][C:26]1[C:27]([CH3:41])=[N:28][CH:29]=[C:30](B2OC(C)(C)C(C)(C)O2)[CH:31]=1, predict the reaction product.